This data is from Forward reaction prediction with 1.9M reactions from USPTO patents (1976-2016). The task is: Predict the product of the given reaction. (1) Given the reactants [C:1]([C:3]1[C:4]([F:20])=[C:5]([NH:9][C:10](=[O:19])[O:11][CH2:12][C:13]2[CH:18]=[CH:17][CH:16]=[CH:15][CH:14]=2)[CH:6]=[CH:7][CH:8]=1)#N.CC(C[AlH]CC(C)C)C.C(Cl)Cl.C1C[O:36]CC1, predict the reaction product. The product is: [F:20][C:4]1[C:3]([CH:1]=[O:36])=[CH:8][CH:7]=[CH:6][C:5]=1[NH:9][C:10](=[O:19])[O:11][CH2:12][C:13]1[CH:18]=[CH:17][CH:16]=[CH:15][CH:14]=1. (2) Given the reactants [Li+].CC([N-]C(C)C)C.[Cl:9][C:10]1[CH:15]=[CH:14][CH:13]=[CH:12][C:11]=1[C@H:16]1[O:18][C@:17]1([CH2:26][N:27]1[CH:31]=[N:30][CH:29]=[N:28]1)[C:19]1[CH:24]=[CH:23][C:22]([F:25])=[CH:21][CH:20]=1.[CH2:32]([S:34]SCC)[CH3:33], predict the reaction product. The product is: [Cl:9][C:10]1[CH:15]=[CH:14][CH:13]=[CH:12][C:11]=1[C@H:16]1[O:18][C@:17]1([CH2:26][N:27]1[C:31]([S:34][CH2:32][CH3:33])=[N:30][CH:29]=[N:28]1)[C:19]1[CH:20]=[CH:21][C:22]([F:25])=[CH:23][CH:24]=1. (3) Given the reactants [NH2:1][C:2]1[C:11]([N+:12]([O-])=O)=[CH:10][C:9]([Br:15])=[C:8]([O:16][CH3:17])[C:3]=1[C:4]([O:6][CH3:7])=[O:5].O.O.[Sn](Cl)Cl.[OH-].[Na+].O.[C:26]1([C:32]([CH:34]=O)=O)[CH:31]=[CH:30][CH:29]=[CH:28][CH:27]=1, predict the reaction product. The product is: [Br:15][C:9]1[C:8]([O:16][CH3:17])=[C:3]([C:4]([O:6][CH3:7])=[O:5])[C:2]2[N:1]=[C:32]([C:26]3[CH:31]=[CH:30][CH:29]=[CH:28][CH:27]=3)[CH:34]=[N:12][C:11]=2[CH:10]=1. (4) Given the reactants [N+:1]([C:4]1[CH:9]=[CH:8][C:7]([CH2:10][O:11][C:12]2[CH:17]=[CH:16][C:15]([CH2:18][CH2:19][C:20]([O:22][CH3:23])=[O:21])=[CH:14][CH:13]=2)=[CH:6][CH:5]=1)([O-])=O.[Bi](Cl)(Cl)Cl.[BH4-].[Na+], predict the reaction product. The product is: [NH2:1][C:4]1[CH:5]=[CH:6][C:7]([CH2:10][O:11][C:12]2[CH:17]=[CH:16][C:15]([CH2:18][CH2:19][C:20]([O:22][CH3:23])=[O:21])=[CH:14][CH:13]=2)=[CH:8][CH:9]=1. (5) Given the reactants [Cl:1][C:2]1[CH:7]=[CH:6][C:5]([CH2:8][C:9]([N:11]2[C@H:15]([CH:16]([CH3:18])[CH3:17])[CH2:14][O:13][C:12]2=[O:19])=[O:10])=[CH:4][CH:3]=1.[CH3:20][Si]([N-][Si](C)(C)C)(C)C.[Na+].CC(O)=O, predict the reaction product. The product is: [Cl:1][C:2]1[CH:7]=[CH:6][C:5]([C@@H:8]([CH3:20])[C:9]([N:11]2[C@H:15]([CH:16]([CH3:17])[CH3:18])[CH2:14][O:13][C:12]2=[O:19])=[O:10])=[CH:4][CH:3]=1.